This data is from Forward reaction prediction with 1.9M reactions from USPTO patents (1976-2016). The task is: Predict the product of the given reaction. Given the reactants [C:1]([C:3]1[CH:25]=[C:24]([C:26]2[N:31]=[C:30]([NH:32][C:33]3[CH:38]=[CH:37][C:36]([N:39]4[CH2:44][CH2:43][N:42]([CH:45]5[CH2:48][O:47][CH2:46]5)[CH2:41][CH2:40]4)=[CH:35][CH:34]=3)[N:29]=[CH:28][N:27]=2)[CH:23]=[CH:22][C:4]=1[O:5][C@@H:6]1[C@H:11]([F:12])[CH2:10][N:9]([C:13](OC(C)(C)C)=[O:14])[CH2:8][C:7]1([CH3:21])[CH3:20])#[N:2].[OH:49][CH:50](C)[C:51](O)=O, predict the reaction product. The product is: [F:12][C@@H:11]1[CH2:10][N:9]([C:13](=[O:14])[CH2:51][CH2:50][OH:49])[CH2:8][C:7]([CH3:20])([CH3:21])[C@@H:6]1[O:5][C:4]1[CH:22]=[CH:23][C:24]([C:26]2[N:31]=[C:30]([NH:32][C:33]3[CH:34]=[CH:35][C:36]([N:39]4[CH2:44][CH2:43][N:42]([CH:45]5[CH2:46][O:47][CH2:48]5)[CH2:41][CH2:40]4)=[CH:37][CH:38]=3)[N:29]=[CH:28][N:27]=2)=[CH:25][C:3]=1[C:1]#[N:2].